Dataset: Peptide-MHC class I binding affinity with 185,985 pairs from IEDB/IMGT. Task: Regression. Given a peptide amino acid sequence and an MHC pseudo amino acid sequence, predict their binding affinity value. This is MHC class I binding data. (1) The peptide sequence is YLALGVFLLIV. The MHC is HLA-A02:03 with pseudo-sequence HLA-A02:03. The binding affinity (normalized) is 0.653. (2) The peptide sequence is FLLGLLVHV. The MHC is HLA-A02:06 with pseudo-sequence HLA-A02:06. The binding affinity (normalized) is 0.788. (3) The peptide sequence is MSLSEQLRK. The MHC is HLA-A03:01 with pseudo-sequence HLA-A03:01. The binding affinity (normalized) is 0.805. (4) The peptide sequence is KLVDFRELNK. The MHC is HLA-B40:01 with pseudo-sequence HLA-B40:01. The binding affinity (normalized) is 0.